Dataset: Catalyst prediction with 721,799 reactions and 888 catalyst types from USPTO. Task: Predict which catalyst facilitates the given reaction. (1) Reactant: C([O:4][CH2:5][C:6]1[C:14]([CH2:15][C@@H:16]([CH2:22][C:23]([O:25][CH2:26]C)=[O:24])[C:17]([O:19][CH2:20]C)=[O:18])=[CH:13][C:12]([Br:28])=[C:11]2[C:7]=1[C:8]([Br:29])=[N:9][NH:10]2)(=O)C.C[O-].[Mg+2].C[O-]. Product: [Br:29][C:8]1[C:7]2[C:11](=[C:12]([Br:28])[CH:13]=[C:14]([CH2:15][C@@H:16]([CH2:22][C:23]([O:25][CH3:26])=[O:24])[C:17]([O:19][CH3:20])=[O:18])[C:6]=2[CH2:5][OH:4])[NH:10][N:9]=1. The catalyst class is: 5. (2) Reactant: C(OC(=O)[NH:10][C@H:11]1[C:20]2[C:15](=[CH:16][CH:17]=[CH:18][CH:19]=2)[N:14]([C:21](=[O:31])[C:22]2[CH:27]=[CH:26][C:25]([N:28]([CH3:30])[CH3:29])=[CH:24][CH:23]=2)[C@@H:13]([CH3:32])[CH2:12]1)C1C=CC=CC=1. Product: [CH3:30][N:28]([CH3:29])[C:25]1[CH:24]=[CH:23][C:22]([C:21]([N:14]2[C:15]3[C:20](=[CH:19][CH:18]=[CH:17][CH:16]=3)[C@H:11]([NH2:10])[CH2:12][C@@H:13]2[CH3:32])=[O:31])=[CH:27][CH:26]=1. The catalyst class is: 8. (3) Reactant: C1(N=C=NC2CCCCC2)CCCCC1.[C:16]([O:20][C:21]([N:23]([CH3:29])[CH:24]([CH3:28])[C:25]([OH:27])=O)=[O:22])([CH3:19])([CH3:18])[CH3:17].[Br:30][C:31]1[CH:36]=[C:35]([NH2:37])[N:34]=[C:33]([NH2:38])[CH:32]=1.CN1C(=O)CCC1. Product: [C:16]([O:20][C:21](=[O:22])[N:23]([CH:24]([C:25](=[O:27])[NH:38][C:33]1[CH:32]=[C:31]([Br:30])[CH:36]=[C:35]([NH2:37])[N:34]=1)[CH3:28])[CH3:29])([CH3:17])([CH3:18])[CH3:19]. The catalyst class is: 2.